From a dataset of Full USPTO retrosynthesis dataset with 1.9M reactions from patents (1976-2016). Predict the reactants needed to synthesize the given product. Given the product [NH2:5][CH2:6][CH2:7][CH2:8][N:9]1[CH2:10][CH2:11][CH:12]([C:15]2[C:23]3[C:18](=[CH:19][CH:20]=[CH:21][CH:22]=3)[NH:17][CH:16]=2)[CH2:13][CH2:14]1, predict the reactants needed to synthesize it. The reactants are: C1(=O)[N:5]([CH2:6][CH2:7][CH2:8][N:9]2[CH2:14][CH2:13][CH:12]([C:15]3[C:23]4[C:18](=[CH:19][CH:20]=[CH:21][CH:22]=4)[NH:17][CH:16]=3)[CH2:11][CH2:10]2)C(=O)C2=CC=CC=C12.O.NN.